Task: Predict the product of the given reaction.. Dataset: Forward reaction prediction with 1.9M reactions from USPTO patents (1976-2016) (1) Given the reactants [CH3:1][O:2][C:3]1[CH:4]=[C:5]([N:32]2[CH2:37][CH2:36][N:35](C(OC(C)(C)C)=O)[CH2:34][CH2:33]2)[CH:6]=[CH:7][C:8]=1[NH:9][C:10]1[N:15]=[CH:14][C:13]2[CH:16]=[N:17][N:18]([S:19]([C:22]3[CH:23]=[CH:24][CH:25]=[C:26]4[C:31]=3[N:30]=[CH:29][CH:28]=[CH:27]4)(=[O:21])=[O:20])[C:12]=2[CH:11]=1.Cl, predict the reaction product. The product is: [CH3:1][O:2][C:3]1[CH:4]=[C:5]([N:32]2[CH2:33][CH2:34][NH:35][CH2:36][CH2:37]2)[CH:6]=[CH:7][C:8]=1[NH:9][C:10]1[N:15]=[CH:14][C:13]2[CH:16]=[N:17][N:18]([S:19]([C:22]3[CH:23]=[CH:24][CH:25]=[C:26]4[C:31]=3[N:30]=[CH:29][CH:28]=[CH:27]4)(=[O:20])=[O:21])[C:12]=2[CH:11]=1. (2) Given the reactants Br[C:2]1[CH:3]=[CH:4][C:5]2[O:11][CH2:10][CH2:9][N:8]([C:12]([N:14]3[CH2:19][CH2:18][C:17]([C:21]4[CH:26]=[CH:25][CH:24]=[C:23]([C:27]([F:30])([F:29])[F:28])[CH:22]=4)([OH:20])[CH2:16][CH2:15]3)=[O:13])[CH2:7][C:6]=2[CH:31]=1.[N+:32]([C:35]1[CH:41]=[C:40](B2OC(C)(C)C(C)(C)O2)[CH:39]=[CH:38][C:36]=1[NH2:37])([O-:34])=[O:33].P([O-])([O-])([O-])=O.[K+].[K+].[K+], predict the reaction product. The product is: [NH2:37][C:36]1[CH:38]=[CH:39][C:40]([C:2]2[CH:3]=[CH:4][C:5]3[O:11][CH2:10][CH2:9][N:8]([C:12]([N:14]4[CH2:19][CH2:18][C:17]([C:21]5[CH:26]=[CH:25][CH:24]=[C:23]([C:27]([F:30])([F:29])[F:28])[CH:22]=5)([OH:20])[CH2:16][CH2:15]4)=[O:13])[CH2:7][C:6]=3[CH:31]=2)=[CH:41][C:35]=1[N+:32]([O-:34])=[O:33]. (3) Given the reactants [NH:1]1[CH2:6][CH2:5][CH2:4][CH2:3][CH2:2]1.Cl[CH2:8][C:9]([C:11]1[C:19]2[C:14](=[N:15][CH:16]=[C:17]([NH:20][C:21](=[O:37])[C:22]3[C:27]([F:28])=[CH:26][CH:25]=[C:24]([NH:29][S:30]([CH2:33][CH2:34][CH3:35])(=[O:32])=[O:31])[C:23]=3[F:36])[CH:18]=2)[NH:13][CH:12]=1)=[O:10], predict the reaction product. The product is: [F:36][C:23]1[C:24]([NH:29][S:30]([CH2:33][CH2:34][CH3:35])(=[O:32])=[O:31])=[CH:25][CH:26]=[C:27]([F:28])[C:22]=1[C:21]([NH:20][C:17]1[CH:18]=[C:19]2[C:11]([C:9](=[O:10])[CH2:8][N:1]3[CH2:6][CH2:5][CH2:4][CH2:3][CH2:2]3)=[CH:12][NH:13][C:14]2=[N:15][CH:16]=1)=[O:37].